This data is from Catalyst prediction with 721,799 reactions and 888 catalyst types from USPTO. The task is: Predict which catalyst facilitates the given reaction. (1) Reactant: [O:1]=[C:2]1[NH:7][C:6]2[CH:8]=[C:9]([CH2:12][N:13]3[CH2:18][CH2:17][N:16]([C:19]4[CH:29]=[CH:28][C:22]([C:23]([O:25]CC)=[O:24])=[CH:21][CH:20]=4)[CH2:15][CH2:14]3)[CH:10]=[N:11][C:5]=2[N:4]2[CH2:30][CH2:31][CH2:32][C@@H:3]12.[Li+].[OH-]. Product: [O:1]=[C:2]1[NH:7][C:6]2[CH:8]=[C:9]([CH2:12][N:13]3[CH2:14][CH2:15][N:16]([C:19]4[CH:29]=[CH:28][C:22]([C:23]([OH:25])=[O:24])=[CH:21][CH:20]=4)[CH2:17][CH2:18]3)[CH:10]=[N:11][C:5]=2[N:4]2[CH2:30][CH2:31][CH2:32][C@@H:3]12. The catalyst class is: 12. (2) Reactant: C(OC([N:11]1[CH2:16][CH2:15][CH:14]([CH2:17][NH:18][C:19]([O:21][C:22]([CH3:25])([CH3:24])[CH3:23])=[O:20])[CH2:13][CH2:12]1)=O)C1C=CC=CC=1.C1COCC1. Product: [C:22]([O:21][C:19](=[O:20])[NH:18][CH2:17][CH:14]1[CH2:13][CH2:12][NH:11][CH2:16][CH2:15]1)([CH3:25])([CH3:23])[CH3:24]. The catalyst class is: 43. (3) Reactant: [Cl:1][C:2]1[CH:3]=[C:4]([C:8]2[N:16]=[C:15]([C:17]([O:19]C)=O)[N:14]=[C:13]3[C:9]=2[N:10]([CH2:28][C@H:29]2[CH2:34][CH2:33][C@H:32]([CH3:35])[CH2:31][CH2:30]2)[C:11]([N:21]2[CH2:26][CH2:25][O:24][CH2:23][C@H:22]2[CH3:27])=[N:12]3)[CH:5]=[CH:6][CH:7]=1.[NH2:36][NH2:37].C1COCC1. Product: [Cl:1][C:2]1[CH:3]=[C:4]([C:8]2[N:16]=[C:15]([C:17]([NH:36][NH2:37])=[O:19])[N:14]=[C:13]3[C:9]=2[N:10]([CH2:28][C@H:29]2[CH2:30][CH2:31][C@H:32]([CH3:35])[CH2:33][CH2:34]2)[C:11]([N:21]2[CH2:26][CH2:25][O:24][CH2:23][C@H:22]2[CH3:27])=[N:12]3)[CH:5]=[CH:6][CH:7]=1. The catalyst class is: 5.